Predict the reactants needed to synthesize the given product. From a dataset of Full USPTO retrosynthesis dataset with 1.9M reactions from patents (1976-2016). (1) Given the product [Cl:27][C:16]1[C:17]2[C:9]([C:6]3[CH:7]=[CH:8][C:3]([O:2][CH3:1])=[CH:4][CH:5]=3)=[C:10]([C:19]3[CH:24]=[CH:23][CH:22]=[CH:21][CH:20]=3)[O:11][C:12]=2[N:13]=[CH:14][N:15]=1, predict the reactants needed to synthesize it. The reactants are: [CH3:1][O:2][C:3]1[CH:8]=[CH:7][C:6]([C:9]2[C:17]3[C:16](=O)[NH:15][CH:14]=[N:13][C:12]=3[O:11][C:10]=2[C:19]2[CH:24]=[CH:23][CH:22]=[CH:21][CH:20]=2)=[CH:5][CH:4]=1.P(Cl)(Cl)([Cl:27])=O.Cl.N. (2) Given the product [F:1][C:2]1[CH:7]=[CH:6][C:5]([F:8])=[CH:4][C:3]=1[CH:9]1[CH2:13][CH2:12][CH2:11][N:10]1[C:14]1[CH:19]=[CH:18][N:17]2[N:20]=[CH:21][C:22]([C:23]3[O:30][C:27]([CH2:28][CH3:29])=[N:26][N:25]=3)=[C:16]2[N:15]=1, predict the reactants needed to synthesize it. The reactants are: [F:1][C:2]1[CH:7]=[CH:6][C:5]([F:8])=[CH:4][C:3]=1[CH:9]1[CH2:13][CH2:12][CH2:11][N:10]1[C:14]1[CH:19]=[CH:18][N:17]2[N:20]=[CH:21][C:22]([C:23]([NH:25][NH:26][C:27](=[O:30])[CH2:28][CH3:29])=O)=[C:16]2[N:15]=1.N1C=CC=CC=1.S(OS(C(F)(F)F)(=O)=O)(C(F)(F)F)(=O)=O. (3) Given the product [Cl:26][C:27]1[N:32]=[CH:31][C:30]([O:5][CH2:6][CH:7]2[CH2:12][CH2:11][N:10]([C:13]([O:15][C:16]([CH3:19])([CH3:18])[CH3:17])=[O:14])[CH2:9][CH2:8]2)=[CH:29][CH:28]=1, predict the reactants needed to synthesize it. The reactants are: CS([O:5][CH2:6][CH:7]1[CH2:12][CH2:11][N:10]([C:13]([O:15][C:16]([CH3:19])([CH3:18])[CH3:17])=[O:14])[CH2:9][CH2:8]1)(=O)=O.C([O-])([O-])=O.[Cs+].[Cs+].[Cl:26][C:27]1[N:32]=[CH:31][C:30](O)=[CH:29][CH:28]=1.O. (4) Given the product [CH3:18][Si:19]([CH3:26])([CH3:25])[CH2:20][CH2:21][O:22][CH2:23][N:1]1[C:9]2[C:4](=[CH:5][C:6]([CH:10]=[O:11])=[CH:7][CH:8]=2)[CH:3]=[CH:2]1, predict the reactants needed to synthesize it. The reactants are: [NH:1]1[C:9]2[C:4](=[CH:5][C:6]([CH:10]=[O:11])=[CH:7][CH:8]=2)[CH:3]=[CH:2]1.CS(C)=O.[H-].[Na+].[CH3:18][Si:19]([CH3:26])([CH3:25])[CH2:20][CH2:21][O:22][CH2:23]Cl. (5) Given the product [CH:19]([CH:13]([CH2:12][C:5]1[C:4]([F:3])=[CH:9][C:8]([F:10])=[CH:7][C:6]=1[F:11])[C:14]([O:16][CH2:17][CH3:18])=[O:15])=[O:20], predict the reactants needed to synthesize it. The reactants are: [H-].[Na+].[F:3][C:4]1[CH:9]=[C:8]([F:10])[CH:7]=[C:6]([F:11])[C:5]=1[CH2:12][CH2:13][C:14]([O:16][CH2:17][CH3:18])=[O:15].[CH:19](OCC)=[O:20].C(O)(=O)C. (6) Given the product [CH3:23][CH:38]1[N:37]([C:39]2[CH:44]=[CH:43][CH:42]=[C:41]([CH3:45])[CH:40]=2)[CH2:36][CH2:35][N:34]([C:1]([O:2][CH2:3][CH2:4][N:5]2[CH2:6][CH2:7][N:8]([CH3:11])[CH2:9][CH2:10]2)=[O:22])[CH2:33]1, predict the reactants needed to synthesize it. The reactants are: [C:1](=[O:22])(OC1C=CC([N+]([O-])=O)=CC=1)[O:2][CH2:3][CH2:4][N:5]1[CH2:10][CH2:9][N:8]([CH3:11])[CH2:7][CH2:6]1.[CH3:23]CN(C(C)C)C(C)C.C[CH:33]1[CH2:38][N:37]([C:39]2[CH:44]=[CH:43][CH:42]=[C:41]([CH3:45])[CH:40]=2)[CH2:36][CH2:35][NH:34]1. (7) Given the product [CH:1]1([C:4]2[CH:17]=[CH:16][C:7]([O:8][C:9](=[CH:14][CH3:15])[C:10]([OH:12])=[O:11])=[CH:6][CH:5]=2)[CH2:3][CH2:2]1, predict the reactants needed to synthesize it. The reactants are: [CH:1]1([C:4]2[CH:17]=[CH:16][C:7]([O:8][C:9](=[CH:14][CH3:15])[C:10]([O:12]C)=[O:11])=[CH:6][CH:5]=2)[CH2:3][CH2:2]1.C1COCC1.O.[OH-].[Li+].